This data is from Forward reaction prediction with 1.9M reactions from USPTO patents (1976-2016). The task is: Predict the product of the given reaction. Given the reactants [NH2:1][C:2]1[CH:3]=[C:4]([C:8]2[N:13]3[N:14]=[CH:15][C:16]([C:17]([C:19]4[S:20][CH:21]=[CH:22][CH:23]=4)=[O:18])=[C:12]3[N:11]=[CH:10][CH:9]=2)[CH:5]=[CH:6][CH:7]=1.[CH3:24][CH:25]([CH2:28][CH3:29])[CH:26]=O, predict the reaction product. The product is: [CH3:24][CH:25]([CH2:28][CH3:29])[CH2:26][NH:1][C:2]1[CH:3]=[C:4]([C:8]2[N:13]3[N:14]=[CH:15][C:16]([C:17]([C:19]4[S:20][CH:21]=[CH:22][CH:23]=4)=[O:18])=[C:12]3[N:11]=[CH:10][CH:9]=2)[CH:5]=[CH:6][CH:7]=1.